Task: Predict the reaction yield, written as a fraction of the theoretical maximum amount of product (1.0 means a 100% yield; for example, 0.34 means a 34% yield).. Dataset: Reaction yield outcomes from USPTO patents with 853,638 reactions (1) The reactants are C(O)(C(F)(F)F)=O.[Cl:8][C:9]1[CH:44]=[CH:43][C:12]([CH2:13][N:14]([CH2:33][CH2:34][NH:35]C(=O)OC(C)(C)C)[C:15](=[O:32])[C:16]2[CH:21]=[CH:20][C:19]([C:22]3[C:23]4[C@H:30]([CH3:31])[CH2:29][CH2:28][C:24]=4[N:25]=[CH:26][N:27]=3)=[CH:18][CH:17]=2)=[CH:11][CH:10]=1. The catalyst is C(Cl)Cl. The product is [NH2:35][CH2:34][CH2:33][N:14]([CH2:13][C:12]1[CH:11]=[CH:10][C:9]([Cl:8])=[CH:44][CH:43]=1)[C:15](=[O:32])[C:16]1[CH:21]=[CH:20][C:19]([C:22]2[C:23]3[C@H:30]([CH3:31])[CH2:29][CH2:28][C:24]=3[N:25]=[CH:26][N:27]=2)=[CH:18][CH:17]=1. The yield is 0.220. (2) The reactants are [NH2:1][C:2]1[CH:7]=[CH:6][C:5]([C:8]2[C:16]3[C:15]([NH2:17])=[N:14][CH:13]=[N:12][C:11]=3[S:10][C:9]=2[CH3:18])=[CH:4][C:3]=1[O:19][CH3:20].Cl[C:22]1[CH:31]=[CH:30][C:29]2[C:24](=[CH:25][CH:26]=[CH:27][CH:28]=2)[N:23]=1. No catalyst specified. The product is [NH2:17][C:15]1[C:16]2[C:8]([C:5]3[CH:6]=[CH:7][C:2]([NH:1][C:22]4[CH:31]=[CH:30][C:29]5[C:24](=[CH:25][CH:26]=[CH:27][CH:28]=5)[N:23]=4)=[C:3]([O:19][CH3:20])[CH:4]=3)=[C:9]([CH3:18])[S:10][C:11]=2[N:12]=[CH:13][N:14]=1. The yield is 0.0500.